From a dataset of Human Reference Interactome with 51,813 positive PPI pairs across 8,248 proteins, plus equal number of experimentally-validated negative pairs. Binary Classification. Given two protein amino acid sequences, predict whether they physically interact or not. (1) Protein 1 (ENSG00000162885) has sequence MRNWLVLLCPCVLGAALHLWLRLRSPPPACASGAGPAGGVSLLLPRLECNGAVSAHPNLHLPGSRDSPASASQVAGITDQLALFPQWKSTHYDVVVGVLSARNNHELRNVIRSTWMRHLLQHPTLSQRVLVKFIIGAHGCEVPVEDREDPYSCKLLNITNPVLNQEIEAFSLSEDTSSGLPEDRVVSVSFRVLYPIVITSLGVFYDANDVGFQRNITVKLYQAEQEEALFIARFSPPSCGVQVNKLWYKPVEQFILPESFEGTIVWESQDLHGLVSRNLHKVTVNDGGGVLRVITAGEGA.... Protein 2 (ENSG00000135643) has sequence MAKLRVAYEYTEAEDKSIRLGLFLIISGVVSLFIFGFCWLSPALQDLQATEANCTVLSVQQIGEVFECTFTCGADCRGTSQYPCVQVYVNNSESNSRALLHSDEHQLLTNPKCSYIPPCKRENQKNLESVMNWQQYWKDEIGSQPFTCYFNQHQRPDDVLLHRTHDEIVLLHCFLWPLVTFVVGVLIVVLTICAKSLAVKAEAMKKRKFS*XSYIPPCKRENQKNLESVMNWQQYWKDEIGSQPFTCYFNQHQRS*. Result: 0 (the proteins do not interact). (2) Protein 1 (ENSG00000142166) has sequence MMVVLLGATTLVLVAVAPWVLSAAAGGKNLKSPQKVEVDIIDDNFILRWNRSDESVGNVTFSFDYQKTGMDNWIKLSGCQNITSTKCNFSSLKLNVYEEIKLRIRAEKENTSSWYEVDSFTPFRKAQIGPPEVHLEAEDKAIVIHISPGTKDSVMWALDGLSFTYSLVIWKNSSGVEERIENIYSRHKIYKLSPETTYCLKVKAALLTSWKIGVYSPVHCIKTTVENELPPPENIEVSVQNQNYVLKWDYTYANMTFQVQWLHAFLKRNPGNHLYKWKQIPDCENVKTTQCVFPQNVFQK.... Protein 2 (ENSG00000157450) has sequence MSQWTPEYNELYTLKVDMKSEIPSDAPKTQESLKGILLHPEPIGAAKSFPAGVEMINSKVGNEFSHLCDDSQKQEKEMNGNQQEQEKSLVVRKKRKSQQAGPSYVQNCVKENQGILGLRQHLGTPSDEDNDSSFSDCLSSPSSSLHFGDSDTVTSDEDKEVSVRHSQTILNAKSRSHSARSHKWPRTETESVSGLLMKRPCLHGSSLRRLPCRKRFVKNNSSQRTQKQKERILMQRKKREVLARRKYALLPSSSSSSENDLSSESSSSSSTEGEEDLFVSASENHQNNPAVPSGSIDEDV.... Result: 0 (the proteins do not interact). (3) Protein 1 (ENSG00000167476) has sequence MSMTTRAWEELDGGLGSCQALEDHSALAETQEDRASATPRLADSGSVPHDSQVAEGPSVDTRPKKMEKEPAARGTPGTGKERLKAGASPRSVPARKKAQTAPPLQPPPPPPALSEELPWGDLSLNKCLVLASLVALLGSAFQLCRDAVPGEAALQARVPEPWVPPSSAPREPSSPLPKFEAQAPPSAPPAPRAEAEVRPKIPGSREAAENDEEEPGEATGEAVREDRVTLADRGPKERPRREGKPRKEKPRKEERPKKERPRKEERPRAAREPREALPQRWESREGGHRPWARDSRDAEP.... Protein 2 (ENSG00000152217) has sequence MESRETLSSSRQRGGESDFLPVSSAKPPAAPGCAGEPLLSTPGPGKGIPVGGERMEPEEEDELGSGRDVDSNSNADSEKWVAGDGLEEQEFSIKEANFTEGSLKLKIQTTKRAKKPPKNLENYICPPEIKITIKQSGDQKVSRAGKNSKATKEEERSHSKKKLLTASDLAASDLKGFQPQIKDSSKEEVWKRRGGQGIPFKKQFLSQERAMCFSCPRNPFPAKPGSLTLPFHSEPAVWAQEV*MESRETLSSSRQRGGESDFLPVSSAKPPAAPGCAGEPLLSTPGPGKGIPVGGERMEP.... Result: 0 (the proteins do not interact). (4) Protein 1 (ENSG00000086506) has sequence MALSAEDRALVRALWKKLGSNVGVYTTEALERTFLAFPATKTYFSHLDLSPGSSQVRAHGQKVADALSLAVERLDDLPHALSALSHLHACQLRVDPASFQLLGHCLLVTLARHYPGDFSPALQASLDKFLSHVISALVSEYR*. Protein 2 (ENSG00000244734) has sequence MVHLTPEEKSAVTALWGKVNVDEVGGEALGRLLVVYPWTQRFFESFGDLSTPDAVMGNPKVKAHGKKVLGAFSDGLAHLDNLKGTFATLSELHCDKLHVDPENFRLLGNVLVCVLAHHFGKEFTPPVQAAYQKVVAGVANALAHKYH*MVHLTPEEKSAVTALWGKVNVDEVGGEALGRLLVVYPWTQRFFESFGDLSTPDAVMGNPKVKAHGKKVLGAFSDGLAHLDNLKGTFATLSMVHLTPEEKSAVTALWGKVNVDEVGGEALGRLLVVYPWTQRFFESFGDLSTPDAVMGNPKVK.... Result: 1 (the proteins interact). (5) Protein 1 (ENSG00000012232) has sequence MTGYTMLRNGGAGNGGQTCMLRWSNRIRLTWLSFTLFVILVFFPLIAHYYLTTLDEADEAGKRIFGPRVGNELCEVKHVLDLCRIRESVSEELLQLEAKRQELNSEIAKLNLKIEACKKSIENAKQDLLQLKNVISQTEHSYKELMAQNQPKLSLPIRLLPEKDDAGLPPPKATRGCRLHNCFDYSRCPLTSGFPVYVYDSDQFVFGSYLDPLVKQAFQATARANVYVTENADIACLYVILVGEMQEPVVLRPAELEKQLYSLPHWRTDGHNHVIINLSRKSDTQNLLYNVSTGRAMVAQ.... Protein 2 (ENSG00000101199) has sequence MASPRTRKVLKEVRVQDENNVCFECGAFNPQWVSVTYGIWICLECSGRHRGLGVHLSFVRSVTMDKWKDIELEKMKAGGNAKFREFLESQEDYDPCWSLQEKYNSRAAALFRDKVVALAEGREWSLESSPAQNWTPPQPRTLPSMVHRVSGQPQSVTASSDKAFEDWLNDDLGSYQGAQGNRYVGFGNTPPPQKKEDDFLNNAMSSLYSGWSSFTTGASRFASAAKEGATKFGSQASQKASELGHSLNENVLKPAQEKVKEGKIFDDVSSGVSQLASKVQGVGSKGWRDVTTFFSGKAEG.... Result: 0 (the proteins do not interact). (6) Protein 1 (ENSG00000146054) has sequence MAAVGPRTGPGTGAEALALAAELQGEATCSICLELFREPVSVECGHSFCRACIGRCWERPGAGSVGAATRAPPFPLPCPQCREPARPSQLRPNRQLAAVATLLRRFSLPAAAPGEHGSQAAAARAAAARCGQHGEPFKLYCQDDGRAICVVCDRAREHREHAVLPLDEAVQEAKELLESRLRVLKKELEDCEVFRSTEKKESKELLKQMAAEQEKVGAEFQALRAFLVEQEGRLLGRLEELSREVAQKQNENLAQLGVEITQLSKLSSQIQETAQKPDLDFLQEFKSTLSRCSNVPGPKP.... Protein 2 (ENSG00000163254) has sequence MGKITFYEDRAFQGRSYETTTDCPNLQPYFSRCNSIRVESGCWMLYERPNYQGQQYLLRRGEYPDYQQWMGLSDSIRSCCLIPQTVSHRLRLYEREDHKGLMMELSEDCPSIQDRFHLSEIRSLHVLEGCWVLYELPNYRGRQYLLRPQEYRRCQDWGAMDAKAGSLRRVVDLY*. Result: 1 (the proteins interact). (7) Result: 0 (the proteins do not interact). Protein 2 (ENSG00000090659) has sequence MSDSKEPRLQQLGLLVSKVPSSISQEQSRQDAIYQNLTQLKAAVGELSEKSKLQEIYQELTQLKAAVGELPEKSKLQEIYQELTRLKAAVGELPEKSKLQEIYQELTWLKAAVGELPEKSKMQEIYQELTRLKAAVGELPEKSKQQEIYQELTRLKAAVGELPEKSKQQEIYQELTRLKAAVGELPEKSKQQEIYQELTQLKAAVERLCHPCPWEWTFFQGNCYFMSNSQRNWHDSITACKEVGAQLVVIKSAEEQNFLQLQSSRSNRFTWMGLSDLNQEGTWQWVDGSPLLPSFKQYWN.... Protein 1 (ENSG00000138760) has sequence MGRCCFYTAGTLSLLLLVTSVTLLVARVFQKAVDQSIEKKIVLRNGTEAFDSWEKPPLPVYTQFYFFNVTNPEEILRGETPRVEEVGPYTYRELRNKANIQFGDNGTTISAVSNKAYVFERDQSVGDPKIDLIRTLNIPVLTVIEWSQVHFLREIIEAMLKAYQQKLFVTHTVDELLWGYKDEILSLIHVFRPDISPYFGLFYEKNGTNDGDYVFLTGEDSYLNFTKIVEWNGKTSLDWWITDKCNMINGTDGDSFHPLITKDEVLYVFPSDFCRSVYITFSDYESVQGLPAFRYKVPAE.... (8) Protein 1 (ENSG00000275663) has sequence MSVRGKAGKGLGKGGAKCHRKVLSDNIQGITKCTIRRLARHGGVKRILGLIYEETRRVFKVFLENVIWYAVTNTEHAKRKTVTAMAVVYVLKRQGRTL*. Protein 2 (ENSG00000157703) has sequence MAAGRLIIKTEFLPTKYRGYMLPLSQVFWLAGSLLIIGLASVIIPTIGWRWLIRVASIPGIILIVAFKFIPESARFNVSTGNTRAALATLERVAKMNRSVMPEGKLVEPVLEKRGRFADLLDAKYLRTTLQIWVIWLGISFAYYGVILASAELLERDLVCGSKSDSAVVVTGGDSGESQSPCYCHMFAPSDYRTMIISTIGEIALNPLNILGINFLGRRLSLSITMGCTALFFLLLNICTSSAGLIGFLFMLRALVAANFNTVYIYTAEVYPTTMRALGMGTSGSLCRIGAMVAPFISQV.... Result: 0 (the proteins do not interact). (9) Result: 0 (the proteins do not interact). Protein 1 (ENSG00000242802) has sequence XDGSLINQLALLLLGRSDSLYPAPGYAAGVHSVLSSQFLALCTLKPSLVVELARDLLEFLGSVNGLCSRASLVTSVVSPPGGHRADDHADEAGLPEPRSDPQGLFIAVKDEDPGSQSSHQLHAQRGGRGSHPYPGHRAADPAEDA*MFSAGAESLLHQAREIQDEELKKFCSRICKLLQAEDLGPDTLDSLQRLFLIISATKYSRRVTETRRSEPWARACYERWRAGSLRDPASDTSSPSWPRSWSSARAPSRRTRPPCSASGWSTGCATPASSKGSHTPAASSPRPGPGSRAPSPRWTG.... Protein 2 (ENSG00000104918) has sequence MKALCLLLLPVLGLLVSSKTLCSMEEAINERIQEVAGSLIFRAISSIGLECQSVTSRGDLATCPRGFAVTGCTCGSACGSWDVRAETTCHCQCAGMDWTGARCCRVQP*MKALCLLLLPVLGLLVSSKTLCSMEEAINERIQEVAGSLSFAVTGCTCGSACGSWDVRAETTCHCQCAGMDWTGARCCRVQP*.